This data is from Catalyst prediction with 721,799 reactions and 888 catalyst types from USPTO. The task is: Predict which catalyst facilitates the given reaction. Reactant: Br[C:2]1[CH:3]=[C:4]([NH:8][CH:9]([C:13]2[CH:18]=[CH:17][CH:16]=[C:15]([Cl:19])[CH:14]=2)[C:10]([NH2:12])=[O:11])[CH:5]=[N:6][CH:7]=1.C([O-])([O-])=O.[K+].[K+].[Cl:26][C:27]1[CH:28]=[CH:29][C:30]([F:36])=[C:31](B(O)O)[CH:32]=1. Product: [Cl:26][C:27]1[CH:32]=[CH:31][C:30]([F:36])=[C:29]([C:2]2[CH:3]=[C:4]([NH:8][CH:9]([C:13]3[CH:18]=[CH:17][CH:16]=[C:15]([Cl:19])[CH:14]=3)[C:10]([NH2:12])=[O:11])[CH:5]=[N:6][CH:7]=2)[CH:28]=1. The catalyst class is: 108.